This data is from M1 muscarinic receptor agonist screen with 61,833 compounds. The task is: Binary Classification. Given a drug SMILES string, predict its activity (active/inactive) in a high-throughput screening assay against a specified biological target. (1) The drug is S(CC(=O)c1ccc(cc1)C)c1nc(nc(SC)c1C#N)N. The result is 0 (inactive). (2) The result is 0 (inactive). The drug is O=c1n(CCN(CC)CC)cnc2c1[nH]c1c2c(OC)ccc1. (3) The compound is Clc1ccc(OCc2oc(NCc3cc4OCOc4cc3)c(n2)C#N)cc1. The result is 0 (inactive). (4) The compound is S(CC(=O)Nc1cc(OC)cc(OC)c1)c1sc(nn1)C. The result is 0 (inactive). (5) The molecule is O=c1[nH]c2c(cc1C(N1CCC(CC1)C)c1n(nnn1)Cc1cc3OCOc3cc1)cccc2C. The result is 0 (inactive).